From a dataset of Catalyst prediction with 721,799 reactions and 888 catalyst types from USPTO. Predict which catalyst facilitates the given reaction. (1) Reactant: [SH:1][C:2]1[N:10]=[CH:9][CH:8]=[CH:7][C:3]=1[C:4]([OH:6])=O.[C:11]([C:13]1[CH:18]=[CH:17][CH:16]=[CH:15][N:14]=1)#[N:12]. Product: [N:14]1[CH:15]=[CH:16][CH:17]=[CH:18][C:13]=1[C:11]1[S:1][C:2]2[N:10]=[CH:9][CH:8]=[CH:7][C:3]=2[C:4](=[O:6])[N:12]=1. The catalyst class is: 17. (2) Reactant: [Cl:1][C:2]1[CH:3]=[CH:4][C:5]([O:20][CH3:21])=[C:6]([C:8]2[N:16]3[C:11]([CH:12]=[N:13][C:14](S(C)=O)=[N:15]3)=[CH:10][CH:9]=2)[CH:7]=1.[CH3:22][O:23][C:24]1[CH:29]=[CH:28][C:27]([NH2:30])=[CH:26][CH:25]=1. Product: [Cl:1][C:2]1[CH:3]=[CH:4][C:5]([O:20][CH3:21])=[C:6]([C:8]2[N:16]3[C:11]([CH:12]=[N:13][C:14]([NH:30][C:27]4[CH:28]=[CH:29][C:24]([O:23][CH3:22])=[CH:25][CH:26]=4)=[N:15]3)=[CH:10][CH:9]=2)[CH:7]=1. The catalyst class is: 141. (3) Reactant: [F:1][C:2]1[CH:7]=[CH:6][CH:5]=[C:4]([F:8])[C:3]=1[N:9]1[C:14]2[N:15]=[C:16]([S:34][CH3:35])[N:17]=[C:18]([C:19]3[CH:20]=[C:21]([CH:30]=[CH:31][C:32]=3[CH3:33])[C:22]([NH:24][C:25]3[S:26][CH:27]=[CH:28][N:29]=3)=[O:23])[C:13]=2[CH:12]=[CH:11][C:10]1=[O:36].C1C=C(Cl)C=C(C(OO)=[O:45])C=1.CCOC(C)=O.CCCCCC. Product: [F:8][C:4]1[CH:5]=[CH:6][CH:7]=[C:2]([F:1])[C:3]=1[N:9]1[C:14]2[N:15]=[C:16]([S:34]([CH3:35])=[O:45])[N:17]=[C:18]([C:19]3[CH:20]=[C:21]([CH:30]=[CH:31][C:32]=3[CH3:33])[C:22]([NH:24][C:25]3[S:26][CH:27]=[CH:28][N:29]=3)=[O:23])[C:13]=2[CH:12]=[CH:11][C:10]1=[O:36]. The catalyst class is: 2. (4) Reactant: [Br:1][C:2]1[CH:7]=[CH:6][C:5]([C:8]2[NH:12][N:11]=NN=2)=[CH:4][CH:3]=1.[O:13](C(C(F)(F)F)=O)[C:14]([C:16]([F:19])([F:18])[F:17])=O. Product: [Br:1][C:2]1[CH:3]=[CH:4][C:5]([C:8]2[O:13][C:14]([C:16]([F:19])([F:18])[F:17])=[N:11][N:12]=2)=[CH:6][CH:7]=1. The catalyst class is: 17. (5) Reactant: [Li][CH2:2][CH2:3][CH2:4][CH3:5].[C:6]([CH2:8][C:9]([OH:11])=O)#[N:7].[CH2:12]1[CH2:16]OC[CH2:13]1. Product: [O:11]=[C:9]([CH2:5][C:4]1[CH:16]=[CH:12][CH:13]=[CH:2][CH:3]=1)[CH2:8][C:6]#[N:7]. The catalyst class is: 28.